Dataset: Forward reaction prediction with 1.9M reactions from USPTO patents (1976-2016). Task: Predict the product of the given reaction. (1) Given the reactants Cl[C:2]1[CH:7]=[CH:6][N:5]=[C:4]2[NH:8][CH:9]=[CH:10][C:3]=12.[NH2:11][C:12]1[CH:17]=[CH:16][C:15]([OH:18])=[CH:14][C:13]=1[F:19].CCN(C(C)C)C(C)C.[H-].[Na+], predict the reaction product. The product is: [NH:8]1[C:4]2=[N:5][CH:6]=[CH:7][C:2]([O:18][C:15]3[CH:16]=[CH:17][C:12]([NH2:11])=[C:13]([F:19])[CH:14]=3)=[C:3]2[CH:10]=[CH:9]1. (2) The product is: [C:25]([O:13][C:2]([CH3:1])([CH2:5][CH2:6][CH2:7][CH:8]([CH3:12])[CH2:9][CH2:10][CH3:11])[C:3]#[CH:4])(=[O:27])[CH3:26]. Given the reactants [CH3:1][C:2]([OH:13])([CH2:5][CH2:6][CH2:7][CH:8]([CH3:12])[CH2:9][CH2:10][CH3:11])[C:3]#[CH:4].C1(C)C=CC(S(O)(=O)=O)=CC=1.[C:25](OC(=O)C)(=[O:27])[CH3:26], predict the reaction product. (3) Given the reactants Cl[CH:2]1[CH:11]=[CH:10][C:9]2[C:8](=[O:12])[CH:7]3[CH2:13][CH2:14][CH2:15][CH2:16][CH:6]3[CH2:5][C:4]=2[NH:3]1.[C:17]1([CH:23]([NH2:25])[CH3:24])[CH:22]=[CH:21][CH:20]=[CH:19][CH:18]=1.CCC([O-])(C)C.[Na+], predict the reaction product. The product is: [C:17]1([CH:23]([NH:25][C:2]2[CH:11]=[CH:10][C:9]3[C:8](=[O:12])[CH:7]4[CH2:13][CH2:14][CH2:15][CH2:16][CH:6]4[CH2:5][C:4]=3[N:3]=2)[CH3:24])[CH:22]=[CH:21][CH:20]=[CH:19][CH:18]=1. (4) The product is: [C:26]([O:25][C:23]([N:20]1[CH2:21][CH2:22][CH:17]([CH2:16][N:13]2[CH2:14][CH2:15][N:10]([S:7]([C:5]3[S:6][C:2]([CH:31]=[CH2:32])=[CH:3][CH:4]=3)(=[O:9])=[O:8])[CH2:11][C:12]2=[O:30])[CH2:18][CH2:19]1)=[O:24])([CH3:29])([CH3:28])[CH3:27]. Given the reactants Br[C:2]1[S:6][C:5]([S:7]([N:10]2[CH2:15][CH2:14][N:13]([CH2:16][CH:17]3[CH2:22][CH2:21][N:20]([C:23]([O:25][C:26]([CH3:29])([CH3:28])[CH3:27])=[O:24])[CH2:19][CH2:18]3)[C:12](=[O:30])[CH2:11]2)(=[O:9])=[O:8])=[CH:4][CH:3]=1.[CH:31]([Sn](CCCC)(CCCC)CCCC)=[CH2:32].[Cl-].[Li+], predict the reaction product. (5) Given the reactants [F:1][C:2]1[CH:8]=[CH:7][C:5]([NH2:6])=[CH:4][CH:3]=1.[CH:9]([C:11]1[N:12]=[CH:13][NH:14][CH:15]=1)=O.C(O[BH-](OC(=O)C)OC(=O)C)(=O)C.[Na+].C(O)(=O)C, predict the reaction product. The product is: [F:1][C:2]1[CH:8]=[CH:7][C:5]([NH:6][CH2:9][C:11]2[N:12]=[CH:13][NH:14][CH:15]=2)=[CH:4][CH:3]=1. (6) Given the reactants [CH:1]1([S:4]([NH:7][C:8]([C:10]2([NH:15][C:16]([CH:18]3[CH2:22][CH:21]([OH:23])[CH2:20][CH:19]3[C:24]([N:26]([CH2:28][CH2:29][CH2:30][CH2:31][CH:32]=[CH2:33])[CH3:27])=[O:25])=[O:17])[CH2:12][CH:11]2[CH:13]=[CH2:14])=[O:9])(=[O:6])=[O:5])[CH2:3][CH2:2]1.[H-].[Na+].[Cl:36][C:37]1[N:42]=[C:41](Cl)[CH:40]=[CH:39][N:38]=1, predict the reaction product. The product is: [CH:1]1([S:4]([NH:7][C:8]([C:10]2([NH:15][C:16]([CH:18]3[CH2:22][CH:21]([O:23][C:39]4[CH:40]=[CH:41][N:42]=[C:37]([Cl:36])[N:38]=4)[CH2:20][CH:19]3[C:24]([N:26]([CH2:28][CH2:29][CH2:30][CH2:31][CH:32]=[CH2:33])[CH3:27])=[O:25])=[O:17])[CH2:12][CH:11]2[CH:13]=[CH2:14])=[O:9])(=[O:6])=[O:5])[CH2:2][CH2:3]1. (7) Given the reactants [C:1]([C:3]1([NH:6][C:7]([C@@H:9]2[CH2:13][C@@H:12]([S:14]([C:17]3[CH:22]=[CH:21][C:20](F)=[CH:19][C:18]=3[Cl:24])(=[O:16])=[O:15])[CH2:11][N:10]2[C:25]2[N:26]([CH:31]3[CH2:34][CH2:33][CH2:32]3)[N:27]=[C:28]([CH3:30])[CH:29]=2)=[O:8])[CH2:5][CH2:4]1)#[N:2].[NH:35]1[CH:39]=[CH:38][CH:37]=[N:36]1, predict the reaction product. The product is: [C:1]([C:3]1([NH:6][C:7]([C@@H:9]2[CH2:13][C@@H:12]([S:14]([C:17]3[CH:22]=[CH:21][C:20]([N:35]4[CH:39]=[CH:38][CH:37]=[N:36]4)=[CH:19][C:18]=3[Cl:24])(=[O:16])=[O:15])[CH2:11][N:10]2[C:25]2[N:26]([CH:31]3[CH2:34][CH2:33][CH2:32]3)[N:27]=[C:28]([CH3:30])[CH:29]=2)=[O:8])[CH2:5][CH2:4]1)#[N:2]. (8) Given the reactants C(=O)([O-])[O-].[Cs+].[Cs+].[F:7][C:8]1[CH:17]=[C:16]2[C:11]([CH:12]=[CH:13][C:14]([C:18]([O:20][CH2:21][CH3:22])=[O:19])=[N:15]2)=[CH:10][C:9]=1[C:23]1[CH:28]=[CH:27][C:26]([OH:29])=[CH:25][CH:24]=1.Cl[CH2:31][C:32]1[C:33]([C:40]2[C:45]([Cl:46])=[CH:44][CH:43]=[CH:42][C:41]=2[Cl:47])=[N:34][O:35][C:36]=1[CH:37]([CH3:39])[CH3:38].O, predict the reaction product. The product is: [Cl:46][C:45]1[CH:44]=[CH:43][CH:42]=[C:41]([Cl:47])[C:40]=1[C:33]1[C:32]([CH2:31][O:29][C:26]2[CH:25]=[CH:24][C:23]([C:9]3[CH:10]=[C:11]4[C:16](=[CH:17][C:8]=3[F:7])[N:15]=[C:14]([C:18]([O:20][CH2:21][CH3:22])=[O:19])[CH:13]=[CH:12]4)=[CH:28][CH:27]=2)=[C:36]([CH:37]([CH3:39])[CH3:38])[O:35][N:34]=1. (9) Given the reactants Cl.C(OCC)C.[NH2:7][C:8]1[CH:13]=[CH:12][C:11]([C:14]([C:16]2[CH:21]=[CH:20][C:19]([Cl:22])=[CH:18][CH:17]=2)=[O:15])=[CH:10][CH:9]=1.[CH3:23][C:24](=O)[CH:25]=[CH2:26].[NH4+].[OH-], predict the reaction product. The product is: [Cl:22][C:19]1[CH:20]=[CH:21][C:16]([C:14]([C:11]2[CH:12]=[C:13]3[C:8](=[CH:9][CH:10]=2)[N:7]=[CH:23][CH:24]=[C:25]3[CH3:26])=[O:15])=[CH:17][CH:18]=1.